From a dataset of Forward reaction prediction with 1.9M reactions from USPTO patents (1976-2016). Predict the product of the given reaction. (1) Given the reactants FC1C=CC=CC=1C1CCCN(C(C2C=CN=C(N(C)C)C=2)=O)C1.Cl.[Cl:26][C:27]1[CH:32]=[CH:31][C:30]([CH:33]2[CH2:38][CH2:37][CH2:36][NH:35][CH2:34]2)=[C:29]([CH3:39])[CH:28]=1.[CH3:40][C:41]1[CH:42]=[C:43]([CH:47]=[CH:48][N:49]=1)[C:44](O)=[O:45], predict the reaction product. The product is: [Cl:26][C:27]1[CH:32]=[CH:31][C:30]([CH:33]2[CH2:38][CH2:37][CH2:36][N:35]([C:44]([C:43]3[CH:47]=[CH:48][N:49]=[C:41]([CH3:40])[CH:42]=3)=[O:45])[CH2:34]2)=[C:29]([CH3:39])[CH:28]=1. (2) Given the reactants [C:1](#[N:9])[CH2:2][CH2:3][CH2:4][CH2:5][CH2:6][CH2:7][CH3:8].[NH2:10][OH:11].O, predict the reaction product. The product is: [OH:11][N:10]=[C:1]([NH2:9])[CH2:2][CH2:3][CH2:4][CH2:5][CH2:6][CH2:7][CH3:8]. (3) Given the reactants [Cl:1][C:2]1[C:10]2[C:5](=[CH:6][C:7]([C:11]([NH:13][CH:14]([CH:24]3[CH2:28][CH2:27][CH2:26][CH2:25]3)[CH2:15][O:16][CH2:17][CH:18]3[CH2:23][CH2:22][NH:21][CH2:20][CH2:19]3)=[O:12])=[CH:8][CH:9]=2)[NH:4][CH:3]=1.[CH3:29][C:30]([CH3:32])=O, predict the reaction product. The product is: [Cl:1][C:2]1[C:10]2[C:5](=[CH:6][C:7]([C:11]([NH:13][CH:14]([CH:24]3[CH2:28][CH2:27][CH2:26][CH2:25]3)[CH2:15][O:16][CH2:17][CH:18]3[CH2:23][CH2:22][N:21]([CH:30]([CH3:32])[CH3:29])[CH2:20][CH2:19]3)=[O:12])=[CH:8][CH:9]=2)[NH:4][CH:3]=1. (4) Given the reactants Cl.CN(C)CCCN=C=NCC.ON1C2C=CC=CC=2N=N1.[CH3:23][Si:24]([CH3:46])([CH3:45])[C:25]1[CH:26]=[C:27]2[C:31](=[CH:32][CH:33]=1)[N:30]([CH2:34][C:35]1[CH:40]=[CH:39][CH:38]=[C:37]([F:41])[CH:36]=1)[C:29]([C:42](O)=[O:43])=[CH:28]2.[NH2:47][C:48]1[CH:49]=[N:50][C:51]([N:54]2[CH2:57][CH2:56][CH2:55]2)=[CH:52][CH:53]=1.C([O-])(O)=O.[Na+], predict the reaction product. The product is: [N:54]1([C:51]2[N:50]=[CH:49][C:48]([NH:47][C:42]([C:29]3[N:30]([CH2:34][C:35]4[CH:40]=[CH:39][CH:38]=[C:37]([F:41])[CH:36]=4)[C:31]4[C:27]([CH:28]=3)=[CH:26][C:25]([Si:24]([CH3:46])([CH3:23])[CH3:45])=[CH:33][CH:32]=4)=[O:43])=[CH:53][CH:52]=2)[CH2:57][CH2:56][CH2:55]1. (5) Given the reactants Cl.[Cl:2][C:3]1[CH:4]=[CH:5][C:6]2[CH2:12][CH2:11][C:10]3[CH:13]=[CH:14][CH:15]=[CH:16][C:9]=3[N:8]([CH2:17][CH2:18][CH2:19][NH2:20])[C:7]=2[CH:21]=1.CCN(CC)CC.[F:29][C:30]([F:42])([F:41])[C:31]1[CH:32]=[C:33]([S:37](Cl)(=[O:39])=[O:38])[CH:34]=[CH:35][CH:36]=1, predict the reaction product. The product is: [Cl:2][C:3]1[CH:4]=[CH:5][C:6]2[CH2:12][CH2:11][C:10]3[CH:13]=[CH:14][CH:15]=[CH:16][C:9]=3[N:8]([CH2:17][CH2:18][CH2:19][NH:20][S:37]([C:33]3[CH:34]=[CH:35][CH:36]=[C:31]([C:30]([F:29])([F:41])[F:42])[CH:32]=3)(=[O:39])=[O:38])[C:7]=2[CH:21]=1. (6) Given the reactants [CH3:1][N:2]([CH3:12])[C:3]1[CH:4]=[N:5][C:6]([N+:9]([O-])=O)=[CH:7][CH:8]=1, predict the reaction product. The product is: [CH3:1][N:2]([CH3:12])[C:3]1[CH:8]=[CH:7][C:6]([NH2:9])=[N:5][CH:4]=1.